From a dataset of Full USPTO retrosynthesis dataset with 1.9M reactions from patents (1976-2016). Predict the reactants needed to synthesize the given product. (1) Given the product [NH2:8][C:7]1[C:2]2[N:3]([C:11]([CH3:15])=[C:12]([CH3:13])[N:1]=2)[CH:4]=[C:5]([CH3:9])[CH:6]=1, predict the reactants needed to synthesize it. The reactants are: [NH2:1][C:2]1[C:7]([NH2:8])=[CH:6][C:5]([CH3:9])=[CH:4][N:3]=1.Br[CH:11]([CH3:15])[C:12](=O)[CH3:13].C(N(CC)CC)C. (2) Given the product [Cl:25][C:26]1[CH:31]=[CH:30][C:29]([Cl:32])=[CH:28][C:27]=1[O:1][CH:2]1[CH2:3][CH2:4][N:5]([C:8]2[N:9]=[CH:10][C:11]([C:14]3[N:15]=[N:16][N:17]([CH2:19][C:20]([O:22][CH2:23][CH3:24])=[O:21])[N:18]=3)=[CH:12][N:13]=2)[CH2:6][CH2:7]1, predict the reactants needed to synthesize it. The reactants are: [OH:1][CH:2]1[CH2:7][CH2:6][N:5]([C:8]2[N:13]=[CH:12][C:11]([C:14]3[N:15]=[N:16][N:17]([CH2:19][C:20]([O:22][CH2:23][CH3:24])=[O:21])[N:18]=3)=[CH:10][N:9]=2)[CH2:4][CH2:3]1.[Cl:25][C:26]1[CH:31]=[CH:30][C:29]([Cl:32])=[CH:28][C:27]=1O.C1(P(C2C=CC=CC=2)C2C=CC=CC=2)C=CC=CC=1.N(C(OC(C)(C)C)=O)=NC(OC(C)(C)C)=O. (3) Given the product [C:1]([O:5][C:6]([NH:8][C:9]1[CH:10]=[CH:11][C:12]([CH3:19])=[C:13]([CH:18]=1)[C:14]([OH:16])=[O:15])=[O:7])([CH3:4])([CH3:3])[CH3:2], predict the reactants needed to synthesize it. The reactants are: [C:1]([O:5][C:6]([NH:8][C:9]1[CH:10]=[CH:11][C:12]([CH3:19])=[C:13]([CH:18]=1)[C:14]([O:16]C)=[O:15])=[O:7])([CH3:4])([CH3:3])[CH3:2].[OH-].[K+]. (4) Given the product [Cl:33][CH2:34][CH2:35][C:36]([C:3]1[CH:2]=[CH:1][C:13]2[N:12]([CH2:14][CH2:15][NH:16][S:17]([C:20]3[CH:25]=[CH:24][CH:23]=[CH:22][C:21]=3[N+:26]([O-:28])=[O:27])(=[O:18])=[O:19])[C:11]3[C:6]([C:5]=2[CH:4]=1)=[CH:7][C:8]([C:36](=[O:37])[CH2:35][CH2:34][Cl:30])=[CH:9][CH:10]=3)=[O:37], predict the reactants needed to synthesize it. The reactants are: [CH:1]1[C:13]2[N:12]([CH2:14][CH2:15][NH:16][S:17]([C:20]3[CH:25]=[CH:24][CH:23]=[CH:22][C:21]=3[N+:26]([O-:28])=[O:27])(=[O:19])=[O:18])[C:11]3[C:6](=[CH:7][CH:8]=[CH:9][CH:10]=3)[C:5]=2[CH:4]=[CH:3][CH:2]=1.[Al+3].[Cl-:30].[Cl-].[Cl-].[Cl:33][CH2:34][CH2:35][C:36](Cl)=[O:37].Cl. (5) The reactants are: Cl[C:2]1[CH:7]=[C:6]([C:8]2[CH:13]=[C:12]([Cl:14])[CH:11]=[CH:10][C:9]=2[CH3:15])[N:5]=[C:4]([NH2:16])[N:3]=1.[NH2:17][C:18]1[CH:25]=[CH:24][C:21]([C:22]#[N:23])=[CH:20][CH:19]=1. Given the product [NH2:16][C:4]1[N:3]=[C:2]([NH:17][C:18]2[CH:25]=[CH:24][C:21]([C:22]#[N:23])=[CH:20][CH:19]=2)[CH:7]=[C:6]([C:8]2[CH:13]=[C:12]([Cl:14])[CH:11]=[CH:10][C:9]=2[CH3:15])[N:5]=1, predict the reactants needed to synthesize it. (6) Given the product [Cl:16][C:17]1[N:18]=[C:19]([NH:15][C:5]2[CH:6]=[CH:7][C:8]([N:9]3[CH:13]=[C:12]([CH3:14])[N:11]=[CH:10]3)=[C:3]([O:2][CH3:1])[CH:4]=2)[CH:20]=[C:21]([C:23]([F:26])([F:24])[F:25])[CH:22]=1, predict the reactants needed to synthesize it. The reactants are: [CH3:1][O:2][C:3]1[CH:4]=[C:5]([NH2:15])[CH:6]=[CH:7][C:8]=1[N:9]1[CH:13]=[C:12]([CH3:14])[N:11]=[CH:10]1.[Cl:16][C:17]1[CH:22]=[C:21]([C:23]([F:26])([F:25])[F:24])[CH:20]=[C:19](Cl)[N:18]=1. (7) Given the product [C:1]([O:5][C:6]([N:8]1[CH2:20][C@@H:19]([CH3:21])[N:18]2[C@H:10]([CH2:11][C:12]3[C:17]2=[N:16][C:15]([CH2:22][O:23][CH2:29][CH2:28][O:27][CH3:26])=[CH:14][CH:13]=3)[CH2:9]1)=[O:7])([CH3:2])([CH3:4])[CH3:3], predict the reactants needed to synthesize it. The reactants are: [C:1]([O:5][C:6]([N:8]1[CH2:20][C@@H:19]([CH3:21])[N:18]2[C@H:10]([CH2:11][C:12]3[C:17]2=[N:16][C:15]([CH2:22][OH:23])=[CH:14][CH:13]=3)[CH2:9]1)=[O:7])([CH3:4])([CH3:3])[CH3:2].[H-].[Na+].[CH3:26][O:27][CH2:28][CH2:29]Br.